Dataset: Reaction yield outcomes from USPTO patents with 853,638 reactions. Task: Predict the reaction yield, written as a fraction of the theoretical maximum amount of product (1.0 means a 100% yield; for example, 0.34 means a 34% yield). The reactants are [Br:1][C:2]1[C:11]2[C:6](=[CH:7][C:8]([C:12]3[N:13]=[C:14]([C:17]4[CH:22]=[CH:21][CH:20]=[CH:19][CH:18]=4)[S:15][CH:16]=3)=[CH:9][CH:10]=2)[CH:5]=[CH:4][C:3]=1[O:23][CH2:24][C:25]([O:27]C)=[O:26].[OH-].[Na+]. The catalyst is C1COCC1.CO.O. The product is [Br:1][C:2]1[C:11]2[C:6](=[CH:7][C:8]([C:12]3[N:13]=[C:14]([C:17]4[CH:22]=[CH:21][CH:20]=[CH:19][CH:18]=4)[S:15][CH:16]=3)=[CH:9][CH:10]=2)[CH:5]=[CH:4][C:3]=1[O:23][CH2:24][C:25]([OH:27])=[O:26]. The yield is 0.920.